Dataset: Forward reaction prediction with 1.9M reactions from USPTO patents (1976-2016). Task: Predict the product of the given reaction. (1) The product is: [NH2:24][C:22]1[N:23]=[C:18]([S:17][CH2:10][C:11]2[CH:16]=[CH:15][CH:14]=[CH:13][CH:12]=2)[N:19]=[C:8]([NH:4][C@H:5]([CH3:6])[CH2:7][OH:26])[CH:9]=1. Given the reactants C([N:4]([CH2:8][CH3:9])[CH:5]([CH3:7])[CH3:6])(C)C.[CH2:10]([S:17][C:18]1[N:23]=[C:22]([NH2:24])C=C(Cl)[N:19]=1)[C:11]1[CH:16]=[CH:15][CH:14]=[CH:13][CH:12]=1.[OH2:26], predict the reaction product. (2) Given the reactants C(N(CC)CC)C.[C:8]([O:12][C:13]([N:15]1[CH2:19][C@H:18]([F:20])[CH2:17][C@@H:16]1[CH2:21][OH:22])=[O:14])([CH3:11])([CH3:10])[CH3:9], predict the reaction product. The product is: [C:8]([O:12][C:13]([N:15]1[CH2:19][C@H:18]([F:20])[CH2:17][C@@H:16]1[CH:21]=[O:22])=[O:14])([CH3:11])([CH3:10])[CH3:9]. (3) The product is: [F:35][C:36]([CH:48]1[CH2:53][CH2:52][N:51]([C:16]([NH:13][C:4]2[CH:3]=[C:2]([CH3:1])[N:7]=[N:6][CH:5]=2)=[O:25])[CH2:50][CH2:49]1)([S:38]([C:41]1[CH:46]=[CH:45][CH:44]=[C:43]([F:47])[CH:42]=1)(=[O:40])=[O:39])[CH3:37]. Given the reactants [CH3:1][C:2]1[N:7]=[N:6][CH:5]=[C:4](C(O)=O)[CH:3]=1.C([N:13]([CH2:16]C)CC)C.C1C=CC(P(N=[N+]=[N-])(C2C=CC=CC=2)=[O:25])=CC=1.[F:35][C:36]([CH:48]1[CH2:53][CH2:52][NH:51][CH2:50][CH2:49]1)([S:38]([C:41]1[CH:46]=[CH:45][CH:44]=[C:43]([F:47])[CH:42]=1)(=[O:40])=[O:39])[CH3:37], predict the reaction product. (4) Given the reactants [NH2:1][CH2:2][C:3]1[C:8]([CH3:9])=[N:7][C:6]2[N:10]([CH2:13][CH3:14])[N:11]=[CH:12][C:5]=2[C:4]=1[NH:15][CH:16]1[CH2:21][CH2:20][O:19][CH2:18][CH2:17]1.Br[CH2:23][C:24]1[CH:33]=[CH:32][C:31]([F:34])=[CH:30][C:25]=1[C:26](OC)=[O:27].CCN(C(C)C)C(C)C, predict the reaction product. The product is: [CH2:13]([N:10]1[C:6]2=[N:7][C:8]([CH3:9])=[C:3]([CH2:2][N:1]3[CH2:23][C:24]4[C:25](=[CH:30][C:31]([F:34])=[CH:32][CH:33]=4)[C:26]3=[O:27])[C:4]([NH:15][CH:16]3[CH2:17][CH2:18][O:19][CH2:20][CH2:21]3)=[C:5]2[CH:12]=[N:11]1)[CH3:14]. (5) Given the reactants [CH3:1][C:2]([CH3:23])([CH2:16][C:17]1([CH3:22])[O:21][CH2:20][CH2:19][O:18]1)[CH2:3][NH:4][C:5]1[C:14]2[C:9](=[CH:10][CH:11]=[CH:12][CH:13]=2)[N:8]=[CH:7][C:6]=1[NH2:15].[CH:24](OC)(OC)OC, predict the reaction product. The product is: [CH3:1][C:2]([CH3:23])([CH2:16][C:17]1([CH3:22])[O:21][CH2:20][CH2:19][O:18]1)[CH2:3][N:4]1[C:5]2[C:14]3[CH:13]=[CH:12][CH:11]=[CH:10][C:9]=3[N:8]=[CH:7][C:6]=2[N:15]=[CH:24]1. (6) Given the reactants [CH3:1][N:2]1[CH2:7][CH2:6][N:5]([N:8]2[C:12](=[O:13])[CH2:11][S:10][C:9]2=[O:14])[CH2:4][CH2:3]1.[Cl:15][C:16]1[CH:33]=[CH:32][C:19]([CH2:20][N:21]2[C:29]3[C:24](=[CH:25][C:26]([CH:30]=O)=[CH:27][CH:28]=3)[CH:23]=[N:22]2)=[C:18]([C:34]([F:37])([F:36])[F:35])[CH:17]=1, predict the reaction product. The product is: [Cl:15][C:16]1[CH:33]=[CH:32][C:19]([CH2:20][N:21]2[C:29]3[C:24](=[CH:25][C:26](/[CH:30]=[C:11]4/[C:12](=[O:13])[N:8]([N:5]5[CH2:4][CH2:3][N:2]([CH3:1])[CH2:7][CH2:6]5)[C:9](=[O:14])[S:10]/4)=[CH:27][CH:28]=3)[CH:23]=[N:22]2)=[C:18]([C:34]([F:35])([F:37])[F:36])[CH:17]=1.